From a dataset of Human Reference Interactome with 51,813 positive PPI pairs across 8,248 proteins, plus equal number of experimentally-validated negative pairs. Binary Classification. Given two protein amino acid sequences, predict whether they physically interact or not. (1) Protein 1 (ENSG00000123411) has sequence MHTPPALPRRFQGGGRVRTPGSHRQGKDNLERDPSGGCVPDFLPQAQDSNHFIMESLFCESSGDSSLEKEFLGAPVGPSVSTPNSQHSSPSRSLSANSIKVEMYSDEESSRLLGPDERLLEKDDSVIVEDSLSEPLGYCDGSGPEPHSPGGIRLPNGKLKCDVCGMVCIGPNVLMVHKRSHTGERPFHCNQCGASFTQKGNLLRHIKLHSGEKPFKCPFCNYACRRRDALTGHLRTHSVSSPTVGKPYKCNYCGRSYKQQSTLEEHKERCHNYLQSLSTEAQALAGQPGDEIRDLEMVPD.... Protein 2 (ENSG00000182220) has sequence MAVFVVLLALVAGVLGNEFSILKSPGSVVFRNGNWPIPGERIPDVAALSMGFSVKEDLSWPGLAVGNLFHRPRATVMVMVKGVNKLALPPGSVISYPLENAVPFSLDSVANSIHSLFSEETPVVLQLAPSEERVYMVGKANSVFEDLSVTLRQLRNRLFQENSVLSSLPLNSLSRNNEVDLLFLSELQVLHDISSLLSRHKHLAKDHSPDLYSLELAGLDEIGKRYGEDSEQFRDASKILVDALQKFADDMYSLYGGNAVVELVTVKSFDTSLIRKTRTILEAKQANPASPYNLAYKYNF.... Result: 0 (the proteins do not interact). (2) Protein 1 (ENSG00000105983) has sequence MLLLLALLILGIVWVASALIDNDAASMESLYDLWEFYLPYLYSCISLMGCLLLLLCTPVGLSRMFTVMGQLLVKPTILEDLDEQIYIITLEEEALQRRLNGLSSSVEYNIMELEQELENVKTLKTKLERRKKASAWERNLVYPAVMVLLLIETSISVLLVACNILCLLVDETAMPKGTRGPGIGNASLSTFGFVGAALEIILIFYLMVSSVVGFYSLRFFGNFTPKKDDTTMTKIIGNCVSILVLSSALPVMSRTLGLHKLHLPNTSRDSETAKPSVNGHQKAL*MEGQDEVSAREQHFH.... Protein 2 (ENSG00000128513) has sequence MSLVPATNYIYTPLNQLKGGTIVNVYGVVKFFKPPYLSKGTDYCSVVTIVDQTNVKLTCLLFSGNYEALPIIYKNGDIVRFHRLKIQVYKKETQGITSSGFASLTFEGTLGAPIIPRTSSKYFNFTTEDHKMVEALRVWASTHMSPSWTLLKLCDVQPMQYFDLTCQLLGKAEVDGASFLLKVWDGTRTPFPSWRVLIQDLVLEGDLSHIHRLQNLTIDILVYDNHVHVARSLKVGSFLRIYSLHTKLQSMNSENQTMLSLEFHLHGGTSYGRGIRVLPESNSDVDQLKKDLESANLTAN.... Result: 0 (the proteins do not interact). (3) Result: 0 (the proteins do not interact). Protein 2 (ENSG00000088888) has sequence MPVQETQAPESPGENSEQALQTLSPRAIPRNPDGGPLESSSDLAALSPLTSSGHQEQDTELGSTHTAGATSSLTPSRGPVSPSVSFQPLARSTPRASRLPGPTGSVVSTGTSFSSSSPGLASAGAAEGKQGAESDQAEPIICSSGAEAPANSLPSKVPTTLMPVNTVALKVPANPASVSTVPSKLPTSSKPPGAVPSNALTNPAPSKLPINSTRAGMVPSKVPTSMVLTKVSASTVPTDGSSRNEETPAAPTPAGATGGSSAWLDSSSENRGLGSELSKPGVLASQVDSPFSGCFEDLAI.... Protein 1 (ENSG00000180530) has sequence MTHGEELGSDVHQDSIVLTYLEGLLMHQAAGGSGTAVDKKSAGHNEEDQNFNISGSAFPTCQSNGPVLNTHTYQGSGMLHLKKARLLQSSEDWNAAKRKRLSDSIMNLNVKKEALLAGMVDSVPKGKQDSTLLASLLQSFSSRLQTVALSQQIRQSLKEQGYALSHDSLKVEKDLRCYGVASSHLKTLLKKSKVKDQKPDTNLPDVTKNLIRDRFAESPHHVGQSGTKVMSEPLSCAARLQAVASMVEKRASPATSPKPSVACSQLALLLSSEAHLQQYSREHALKTQNANQAASERLAA.... (4) Protein 1 (ENSG00000130811) has sequence MPTGDFDSKPSWADQVEEEGEDDKCVTSELLKGIPLATGDTSPEPELLPGAPLPPPKEVINGNIKTVTEYKIDEDGKKFKIVRTFRIETRKASKAVARRKNWKKFGNSEFDPPGPNVATTTVSDDVSMTFITSKEDLNCQEEEDPMNKLKGQKIVSCRICKGDHWTTRCPYKDTLGPMQKELAEQLGLSTGEKEKLPGELEPVQATQNKTGKYVPPSLRDGASRRGESMQPNRRADDNATIRVTNLSEDTRETDLQELFRPFGSISRIYLAKDKTTGQSKGFAFISFHRREDAARAIAGV.... Protein 2 (ENSG00000142789) has sequence MMLRLLSSLLLVAVASGYGPPSSHSSSRVVHGEDAVPYSWPWQVSLQYEKSGSFYHTCGGSLIAPDWVVTAGHCISRDLTYQVVLGEYNLAVKEGPEQVIPINSEELFVHPLWNRSCVACGNDIALIKLSRSAQLGDAVQLASLPPAGDILPNKTPCYITGWGRLYTNGPLPDKLQQARLPVVDYKHCSRWNWWGSTVKKTMVCAGGYIRSGCNGDSGGPLNCPTEDGGWQVHGVTSFVSAFGCNFIWKPTVFTRVSAFIDWIEETIASH*WWGSTVKKTMVCAGGYIRSGCNGDSGGPL.... Result: 0 (the proteins do not interact).